Dataset: Reaction yield outcomes from USPTO patents with 853,638 reactions. Task: Predict the reaction yield, written as a fraction of the theoretical maximum amount of product (1.0 means a 100% yield; for example, 0.34 means a 34% yield). (1) The reactants are [C:1]([C:3]1[CH:4]=[CH:5][C:6]([C:9]2(O)[CH2:14][CH2:13][N:12]([C:15]([O:17][C:18]([CH3:21])([CH3:20])[CH3:19])=[O:16])[CH2:11][CH2:10]2)=[N:7][CH:8]=1)#[N:2].P(Cl)(Cl)(Cl)=O. The catalyst is N1C=CC=CC=1. The product is [C:1]([C:3]1[CH:4]=[CH:5][C:6]([C:9]2[CH2:14][CH2:13][N:12]([C:15]([O:17][C:18]([CH3:21])([CH3:20])[CH3:19])=[O:16])[CH2:11][CH:10]=2)=[N:7][CH:8]=1)#[N:2]. The yield is 0.640. (2) The reactants are [Cl:1][C:2]1[C:3]([O:12][C:13]2[CH:14]=[N:15][C:16]([O:20][CH2:21][CH:22]([CH3:24])[CH3:23])=[C:17]([Cl:19])[CH:18]=2)=[CH:4][C:5]([F:11])=[C:6]([CH:10]=1)[C:7](O)=[O:8].C(N1C=CN=C1)(N1C=CN=C1)=O.[CH3:37][N:38]([CH3:43])[S:39]([NH2:42])(=[O:41])=[O:40].N12CCCN=C1CCCCC2. The catalyst is O1CCCC1.C(OCC)(=O)C. The product is [Cl:1][C:2]1[C:3]([O:12][C:13]2[CH:14]=[N:15][C:16]([O:20][CH2:21][CH:22]([CH3:24])[CH3:23])=[C:17]([Cl:19])[CH:18]=2)=[CH:4][C:5]([F:11])=[C:6]([CH:10]=1)[C:7]([NH:42][S:39](=[O:41])(=[O:40])[N:38]([CH3:43])[CH3:37])=[O:8]. The yield is 0.730. (3) The reactants are [CH2:1]([N:8]1[CH2:12][C@@H:11]([OH:13])[C@H:10]([OH:14])[CH2:9]1)[C:2]1[CH:7]=[CH:6][CH:5]=[CH:4][CH:3]=1.[CH3:15][S:16](Cl)(=[O:18])=[O:17]. The catalyst is ClCCl. The product is [CH2:1]([N:8]1[CH2:12][C@@H:11]([O:13][S:16]([CH3:15])(=[O:18])=[O:17])[C@H:10]([O:14][S:16]([CH3:15])(=[O:18])=[O:17])[CH2:9]1)[C:2]1[CH:3]=[CH:4][CH:5]=[CH:6][CH:7]=1. The yield is 0.676. (4) The reactants are CS[C:3]1[NH:4][C:5](=[O:14])[C:6]([C:9]([O:11][CH2:12][CH3:13])=[O:10])=[CH:7][N:8]=1.[NH:15]1[C:23]2[C:18](=[CH:19][C:20]([NH2:24])=[CH:21][CH:22]=2)[CH:17]=[N:16]1. The catalyst is C(O)C. The product is [NH:15]1[C:23]2[C:18](=[CH:19][C:20]([NH:24][C:3]3[NH:4][C:5](=[O:14])[C:6]([C:9]([O:11][CH2:12][CH3:13])=[O:10])=[CH:7][N:8]=3)=[CH:21][CH:22]=2)[CH:17]=[N:16]1. The yield is 0.880. (5) The reactants are C(NC1C=CC(C2C=C3C(CN([C@@H](C(C)C)C(O)=O)C3=O)=CC=2)=CC=1)(=O)C1C=CC=CC=1.[CH:33]1([C:39]2[CH:71]=[CH:70][C:42]([C:43]([NH:45][C:46]3[CH:51]=[CH:50][C:49]([C:52]4[CH:60]=[C:59]5[C:55]([CH2:56][N:57]([C@@H:62]([CH:67]([CH3:69])[CH3:68])[C:63]([O:65]C)=[O:64])[C:58]5=[O:61])=[CH:54][CH:53]=4)=[CH:48][CH:47]=3)=[O:44])=[CH:41][CH:40]=2)[CH2:38][CH2:37][CH2:36][CH2:35][CH2:34]1. No catalyst specified. The product is [CH:33]1([C:39]2[CH:71]=[CH:70][C:42]([C:43]([NH:45][C:46]3[CH:51]=[CH:50][C:49]([C:52]4[CH:60]=[C:59]5[C:55]([CH2:56][N:57]([C@@H:62]([CH:67]([CH3:69])[CH3:68])[C:63]([OH:65])=[O:64])[C:58]5=[O:61])=[CH:54][CH:53]=4)=[CH:48][CH:47]=3)=[O:44])=[CH:41][CH:40]=2)[CH2:34][CH2:35][CH2:36][CH2:37][CH2:38]1. The yield is 0.820. (6) The reactants are [Br:1][C:2]1[CH:3]=[C:4]2[C:9](=[CH:10][C:11]=1[O:12][CH3:13])[N:8]=[CH:7][C:6]([C:14]([O:16][CH2:17][CH3:18])=[O:15])=[C:5]2[NH:19][C:20]1[CH:25]=[CH:24][CH:23]=[C:22]([CH2:26][OH:27])[C:21]=1[CH2:28][CH3:29].[C:30]([Si:34](Cl)([CH3:36])[CH3:35])([CH3:33])([CH3:32])[CH3:31].N1C=CN=C1. The catalyst is CN(C=O)C. The product is [Br:1][C:2]1[CH:3]=[C:4]2[C:9](=[CH:10][C:11]=1[O:12][CH3:13])[N:8]=[CH:7][C:6]([C:14]([O:16][CH2:17][CH3:18])=[O:15])=[C:5]2[NH:19][C:20]1[CH:25]=[CH:24][CH:23]=[C:22]([CH2:26][O:27][Si:34]([C:30]([CH3:33])([CH3:32])[CH3:31])([CH3:36])[CH3:35])[C:21]=1[CH2:28][CH3:29]. The yield is 0.600. (7) The reactants are [NH2:1][C:2]1[CH:10]=[CH:9][CH:8]=[CH:7][C:3]=1[C:4](O)=O.[CH3:11][CH:12]1[CH2:17][CH2:16][C:15](=O)[CH2:14][CH2:13]1.P(Cl)(Cl)([Cl:21])=O. No catalyst specified. The product is [Cl:21][C:4]1[C:3]2[C:2]([N:1]=[C:15]3[C:16]=1[CH2:17][CH:12]([CH3:11])[CH2:13][CH2:14]3)=[CH:10][CH:9]=[CH:8][CH:7]=2. The yield is 0.400. (8) The reactants are [H-].[Na+].Cl.[NH2:4][CH:5]1[CH2:14][C:13]2[C:8](=[CH:9][CH:10]=[CH:11][CH:12]=2)[NH:7][C:6]1=[O:15].CS(O[CH2:21][CH:22]1[CH2:26][O:25][C:24]([CH3:28])([CH3:27])[O:23]1)(=O)=O. The catalyst is CN(C=O)C. The product is [NH2:4][CH:5]1[CH2:14][C:13]2[C:8](=[CH:9][CH:10]=[CH:11][CH:12]=2)[N:7]([CH2:21][CH:22]2[CH2:26][O:25][C:24]([CH3:28])([CH3:27])[O:23]2)[C:6]1=[O:15]. The yield is 0.530.